Dataset: Catalyst prediction with 721,799 reactions and 888 catalyst types from USPTO. Task: Predict which catalyst facilitates the given reaction. Reactant: Cl[C:2]1[C:7]([Cl:8])=[CH:6][CH:5]=[CH:4][N:3]=1.[CH3:9][C@@H:10]1[CH2:15][NH:14][CH2:13][CH2:12][NH:11]1.C([O-])([O-])=O.[K+].[K+].CO.C(Cl)(Cl)Cl. Product: [Cl:8][C:7]1[C:2]([N:14]2[CH2:13][CH2:12][NH:11][C@H:10]([CH3:9])[CH2:15]2)=[N:3][CH:4]=[CH:5][CH:6]=1. The catalyst class is: 395.